Dataset: CYP3A4 inhibition data for predicting drug metabolism from PubChem BioAssay. Task: Regression/Classification. Given a drug SMILES string, predict its absorption, distribution, metabolism, or excretion properties. Task type varies by dataset: regression for continuous measurements (e.g., permeability, clearance, half-life) or binary classification for categorical outcomes (e.g., BBB penetration, CYP inhibition). Dataset: cyp3a4_veith. The drug is O=C(NCc1ccccc1)[C@@H]1C[C@H]1[C@@H](NP(=O)(c1ccccc1)c1ccccc1)c1ccccc1. The result is 1 (inhibitor).